This data is from Catalyst prediction with 721,799 reactions and 888 catalyst types from USPTO. The task is: Predict which catalyst facilitates the given reaction. (1) Reactant: [CH3:1][N:2]1[CH:11]=[CH:10][C:9]2[C:4](=[CH:5][CH:6]=[C:7]([C:12]3[N:13]=[N:14][N:15]([C:18]4[C:19]([F:24])=[N:20][CH:21]=[CH:22][CH:23]=4)[C:16]=3[CH3:17])[CH:8]=2)[C:3]1=[O:25].[H][H]. Product: [CH3:1][N:2]1[CH2:11][CH2:10][C:9]2[C:4](=[CH:5][CH:6]=[C:7]([C:12]3[N:13]=[N:14][N:15]([C:18]4[C:19]([F:24])=[N:20][CH:21]=[CH:22][CH:23]=4)[C:16]=3[CH3:17])[CH:8]=2)[C:3]1=[O:25]. The catalyst class is: 349. (2) Reactant: [CH3:1][C:2]1[N:7]=[C:6]([C:8]([F:11])([F:10])[F:9])[N:5]=[C:4]([C:12]([O:14][CH2:15][CH3:16])=[O:13])[CH:3]=1.[Br:17]Br. Product: [Br:17][CH2:1][C:2]1[N:7]=[C:6]([C:8]([F:11])([F:10])[F:9])[N:5]=[C:4]([C:12]([O:14][CH2:15][CH3:16])=[O:13])[CH:3]=1. The catalyst class is: 15. (3) Reactant: [Cl:1][C:2]1[CH:7]=[CH:6][CH:5]=[C:4]([Cl:8])[C:3]=1[N:9]1[C:13]([C:14]2[CH:31]=[CH:30][C:17](/[CH:18]=[CH:19]/[C:20]3[CH:21]=[C:22]([CH:27]=[CH:28][CH:29]=3)[C:23]([O:25]C)=[O:24])=[CH:16][C:15]=2[CH3:32])=[CH:12][C:11]([C:33]([OH:36])([CH3:35])[CH3:34])=[N:10]1.O.O.[OH-].[Li+].CO. Product: [Cl:8][C:4]1[CH:5]=[CH:6][CH:7]=[C:2]([Cl:1])[C:3]=1[N:9]1[C:13]([C:14]2[CH:31]=[CH:30][C:17](/[CH:18]=[CH:19]/[C:20]3[CH:21]=[C:22]([CH:27]=[CH:28][CH:29]=3)[C:23]([OH:25])=[O:24])=[CH:16][C:15]=2[CH3:32])=[CH:12][C:11]([C:33]([OH:36])([CH3:34])[CH3:35])=[N:10]1. The catalyst class is: 1. (4) Reactant: [CH3:1][N:2]1[CH2:11][CH:10]([C:12]2[CH:17]=[CH:16][C:15]([CH3:18])=[CH:14][CH:13]=2)[C:9]2[C:4](=[CH:5][C:6](B3OC(C)(C)C(C)(C)O3)=[CH:7][CH:8]=2)[CH2:3]1.Cl[C:29]1[N:30]=[N:31][C:32]([CH3:35])=[CH:33][CH:34]=1.C(=O)([O-])[O-].[Cs+].[Cs+]. Product: [CH3:1][N:2]1[CH2:11][CH:10]([C:12]2[CH:13]=[CH:14][C:15]([CH3:18])=[CH:16][CH:17]=2)[C:9]2[C:4](=[CH:5][C:6]([C:29]3[N:30]=[N:31][C:32]([CH3:35])=[CH:33][CH:34]=3)=[CH:7][CH:8]=2)[CH2:3]1. The catalyst class is: 710.